Task: Predict the reactants needed to synthesize the given product.. Dataset: Full USPTO retrosynthesis dataset with 1.9M reactions from patents (1976-2016) (1) Given the product [CH2:1]([O:3][C:4](=[O:21])[C:5]([CH3:6])([O:8][C:9]1[CH:14]=[CH:13][C:12]([CH:15]([C:17](=[O:19])[NH:36][C:33]2[CH:34]=[CH:35][C:30]([C:27]3[CH:28]=[CH:29][C:24]([C:23]([F:22])([F:37])[F:38])=[CH:25][CH:26]=3)=[CH:31][CH:32]=2)[CH3:16])=[CH:11][C:10]=1[CH3:20])[CH3:7])[CH3:2], predict the reactants needed to synthesize it. The reactants are: [CH2:1]([O:3][C:4](=[O:21])[C:5]([O:8][C:9]1[CH:14]=[CH:13][C:12]([CH:15]([C:17]([OH:19])=O)[CH3:16])=[CH:11][C:10]=1[CH3:20])([CH3:7])[CH3:6])[CH3:2].[F:22][C:23]([F:38])([F:37])[C:24]1[CH:29]=[CH:28][C:27]([C:30]2[CH:35]=[CH:34][C:33]([NH2:36])=[CH:32][CH:31]=2)=[CH:26][CH:25]=1. (2) Given the product [C:19]([O:18][C:16](=[O:17])[NH:15][C@H:13]([C:9]1[CH:10]=[CH:11][CH:12]=[C:7]([N:32]2[CH2:33][CH2:34][N:29]([C:27](=[O:28])[C:26]([F:36])([F:25])[F:35])[CH2:30][CH2:31]2)[CH:8]=1)[CH3:14])([CH3:20])([CH3:21])[CH3:22], predict the reactants needed to synthesize it. The reactants are: FC(F)(F)S(O[C:7]1[CH:12]=[CH:11][CH:10]=[C:9]([C@@H:13]([NH:15][C:16]([O:18][C:19]([CH3:22])([CH3:21])[CH3:20])=[O:17])[CH3:14])[CH:8]=1)(=O)=O.[F:25][C:26]([F:36])([F:35])[C:27]([N:29]1[CH2:34][CH2:33][NH:32][CH2:31][CH2:30]1)=[O:28].C(P(C(C)(C)C)C1C=CC=CC=1C1C=CC=CC=1)(C)(C)C.P([O-])([O-])([O-])=O.[K+].[K+].[K+].C(=O)([O-])O.[Na+]. (3) Given the product [C:20]([O:19][C:17]([N:14]1[CH2:15][CH2:16][N:11]([CH2:10][C:8]2[O:9][C:5]([C:3]([O-:4])=[O:2])=[CH:6][CH:7]=2)[CH2:12][CH2:13]1)=[O:18])([CH3:23])([CH3:21])[CH3:22].[Na+:25], predict the reactants needed to synthesize it. The reactants are: C[O:2][C:3]([C:5]1[O:9][C:8]([CH2:10][N:11]2[CH2:16][CH2:15][N:14]([C:17]([O:19][C:20]([CH3:23])([CH3:22])[CH3:21])=[O:18])[CH2:13][CH2:12]2)=[CH:7][CH:6]=1)=[O:4].[OH-].[Na+:25]. (4) The reactants are: [CH3:1][N:2]([CH2:4][C:5]1[CH:14]=[CH:13][C:12]2[C:7](=[CH:8][CH:9]=[C:10]([NH:15][C:16](=[O:18])[CH3:17])[CH:11]=2)[N:6]=1)[CH3:3].[Cl:19][C:20]1[CH:25]=[CH:24][C:23]([C:26]2[C:27](C(O)=O)=[CH:28]C=[CH:30][CH:31]=2)=[CH:22][CH:21]=1.CN(C1C=CC=CN=1)C.Cl.C(N=C=NCCCN(C)C)C.C(=O)([O-])[O-].[K+].[K+]. Given the product [Cl:19][C:20]1[CH:25]=[CH:24][C:23]([C:26]2[CH:27]=[CH:28][C:17]([C:16]([NH:15][C:10]3[CH:11]=[C:12]4[C:7](=[CH:8][CH:9]=3)[N:6]=[C:5]([CH2:4][N:2]([CH3:1])[CH3:3])[CH:14]=[CH:13]4)=[O:18])=[CH:30][CH:31]=2)=[CH:22][CH:21]=1, predict the reactants needed to synthesize it. (5) Given the product [Cl:17][C:9]1[CH:8]=[C:7]([C:4]2[O:3][C:2]([C:26]3[CH:31]=[CH:30][N:29]=[C:28]4[N:32]([CH2:35][CH2:36][C:37]([O:39][CH2:40][CH3:41])=[O:38])[CH:33]=[CH:34][C:27]=34)=[N:6][N:5]=2)[CH:12]=[CH:11][C:10]=1[O:13][CH:14]([CH3:16])[CH3:15], predict the reactants needed to synthesize it. The reactants are: Br[C:2]1[O:3][C:4]([C:7]2[CH:12]=[CH:11][C:10]([O:13][CH:14]([CH3:16])[CH3:15])=[C:9]([Cl:17])[CH:8]=2)=[N:5][N:6]=1.CC1(C)C(C)(C)OB([C:26]2[CH:31]=[CH:30][N:29]=[C:28]3[N:32]([CH2:35][CH2:36][C:37]([O:39][CH2:40][CH3:41])=[O:38])[CH:33]=[CH:34][C:27]=23)O1.C([O-])([O-])=O.[Cs+].[Cs+].O. (6) Given the product [CH3:12][N:11]1[C:10]([C:1](=[O:8])[C:2]2[CH:7]=[CH:6][CH:5]=[CH:4][CH:3]=2)=[N:15][N:14]=[N:13]1, predict the reactants needed to synthesize it. The reactants are: [C:1](Cl)(=[O:8])[C:2]1[CH:7]=[CH:6][CH:5]=[CH:4][CH:3]=1.[CH3:10][N+:11]#[C-:12].[N-:13]=[N+:14]=[N-:15].[Na+].N1C=CC=CC=1. (7) Given the product [Cl-:7].[CH2:8]([O:10][C:11]([C@@:13]1([NH:18][C:19]([C@@H:21]2[CH2:25][C@@H:24]([O:26][C:27](=[O:37])[C:28]3[CH:29]=[CH:30][C:31]([N+:34]([O-:36])=[O:35])=[CH:32][CH:33]=3)[CH2:23][NH2+:22]2)=[O:20])[CH2:15][C@H:14]1[CH:16]=[CH2:17])=[O:12])[CH3:9], predict the reactants needed to synthesize it. The reactants are: C(O)C.C([Cl:7])(=O)C.[CH2:8]([O:10][C:11]([C@@:13]1([NH:18][C:19]([C@@H:21]2[CH2:25][C@@H:24]([O:26][C:27](=[O:37])[C:28]3[CH:33]=[CH:32][C:31]([N+:34]([O-:36])=[O:35])=[CH:30][CH:29]=3)[CH2:23][N:22]2C(OC(C)(C)C)=O)=[O:20])[CH2:15][C@H:14]1[CH:16]=[CH2:17])=[O:12])[CH3:9].